This data is from Reaction yield outcomes from USPTO patents with 853,638 reactions. The task is: Predict the reaction yield, written as a fraction of the theoretical maximum amount of product (1.0 means a 100% yield; for example, 0.34 means a 34% yield). (1) The product is [Br:7][C:8]1[C:9](=[O:31])[C:10]([O:23][CH2:24][C:25]2[CH:30]=[CH:29][CH:28]=[CH:27][CH:26]=2)=[C:11]([C:19]([O:21][CH3:22])=[O:20])[N:12]([CH2:14][CH:15]([OH:2])[OH:18])[CH:13]=1. The yield is 0.880. The catalyst is O. The reactants are I([O-])(=O)(=O)=[O:2].[Na+].[Br:7][C:8]1[C:9](=[O:31])[C:10]([O:23][CH2:24][C:25]2[CH:30]=[CH:29][CH:28]=[CH:27][CH:26]=2)=[C:11]([C:19]([O:21][CH3:22])=[O:20])[N:12]([CH2:14][CH:15]([OH:18])CO)[CH:13]=1. (2) The reactants are Cl.[NH:2]1[CH2:7][CH2:6][CH:5]([NH:8][C:9]([C:11]2[C:15]([NH:16][C:17](=[O:26])[C:18]3[C:23]([Cl:24])=[CH:22][CH:21]=[CH:20][C:19]=3[Cl:25])=[CH:14][NH:13][N:12]=2)=[O:10])[CH2:4][CH2:3]1.C(N(CC)C(C)C)(C)C.Cl[C:37]([O:39][CH2:40][CH:41]([CH3:43])[CH3:42])=[O:38]. The catalyst is C1COCC1. The product is [CH2:40]([O:39][C:37]([N:2]1[CH2:7][CH2:6][CH:5]([NH:8][C:9]([C:11]2[C:15]([NH:16][C:17](=[O:26])[C:18]3[C:23]([Cl:24])=[CH:22][CH:21]=[CH:20][C:19]=3[Cl:25])=[CH:14][NH:13][N:12]=2)=[O:10])[CH2:4][CH2:3]1)=[O:38])[CH:41]([CH3:43])[CH3:42]. The yield is 0.310. (3) The reactants are [F:1][C:2]1([F:17])[CH2:5][C:4]([CH3:16])([C:6]([O:8]CC2C=CC=CC=2)=[O:7])[CH2:3]1.[OH-].[Na+]. The catalyst is C(O)C. The product is [F:1][C:2]1([F:17])[CH2:5][C:4]([CH3:16])([C:6]([OH:8])=[O:7])[CH2:3]1. The yield is 0.670. (4) The reactants are [CH3:1][C:2]1[N:3]([C:8]2[CH:12]=[C:11]([CH:13]3[CH2:16][O:15][CH2:14]3)[N:10](COCC[Si](C)(C)C)[N:9]=2)[C:4]([CH3:7])=[CH:5][CH:6]=1.CCCC[N+](CCCC)(CCCC)CCCC.[F-]. The catalyst is C1COCC1. The product is [CH3:1][C:2]1[N:3]([C:8]2[CH:12]=[C:11]([CH:13]3[CH2:16][O:15][CH2:14]3)[NH:10][N:9]=2)[C:4]([CH3:7])=[CH:5][CH:6]=1. The yield is 0.480. (5) The reactants are C(Cl)(=O)C(Cl)=O.CS(C)=O.[OH:11][CH:12]1[CH2:16][CH2:15][N:14]([C:17]([O:19][C:20]([CH3:23])([CH3:22])[CH3:21])=[O:18])[CH2:13]1.C(N(C(C)C)CC)(C)C. The catalyst is ClCCl. The product is [O:11]=[C:12]1[CH2:16][CH2:15][N:14]([C:17]([O:19][C:20]([CH3:23])([CH3:22])[CH3:21])=[O:18])[CH2:13]1. The yield is 0.970.